This data is from Catalyst prediction with 721,799 reactions and 888 catalyst types from USPTO. The task is: Predict which catalyst facilitates the given reaction. (1) The catalyst class is: 3. Reactant: [CH3:1][N:2]([CH3:6])[CH2:3][CH2:4][OH:5].[H-].[Na+].[Br:9][C:10]1[CH:11]=[N:12][CH:13]=[C:14](Br)[CH:15]=1. Product: [Br:9][C:10]1[CH:15]=[C:14]([O:5][CH2:4][CH2:3][N:2]([CH3:6])[CH3:1])[CH:13]=[N:12][CH:11]=1. (2) Reactant: Br[C:2]1[CH:7]=[CH:6][C:5]([CH:8]2[C:17]3[C:16](=[O:18])[C:15]([CH3:20])([CH3:19])[CH2:14][CH2:13][C:12]=3[N:11]([C:21]3[CH:26]=[CH:25][CH:24]=[C:23]([C:27]([F:30])([F:29])[F:28])[CH:22]=3)[C:10](=[O:31])[NH:9]2)=[CH:4][CH:3]=1.O.[CH3:33][N:34](C)C=O. Product: [CH3:20][C:15]1([CH3:19])[CH2:14][CH2:13][C:12]2[N:11]([C:21]3[CH:26]=[CH:25][CH:24]=[C:23]([C:27]([F:28])([F:29])[F:30])[CH:22]=3)[C:10](=[O:31])[NH:9][CH:8]([C:5]3[CH:4]=[CH:3][C:2]([C:33]#[N:34])=[CH:7][CH:6]=3)[C:17]=2[C:16]1=[O:18]. The catalyst class is: 507. (3) Reactant: [H-].[Na+].[CH2:3]([OH:6])[CH:4]=[CH2:5].[Br:7][C:8]1[CH:9]=[C:10]([C:14]2[CH:15]=[C:16](Cl)[N:17]=[N:18][CH:19]=2)[CH:11]=[CH:12][CH:13]=1. Product: [CH2:3]([O:6][C:16]1[N:17]=[N:18][CH:19]=[C:14]([C:10]2[CH:11]=[CH:12][CH:13]=[C:8]([Br:7])[CH:9]=2)[CH:15]=1)[CH:4]=[CH2:5]. The catalyst class is: 54. (4) Reactant: [C:1]([C:5]1[CH:6]=[C:7]([C:28]([CH3:33])([CH3:32])[C:29]([NH2:31])=O)[CH:8]=[C:9]([C:11]2[N:12]([CH2:21][CH:22]3[CH2:27][CH2:26][CH2:25][CH2:24][CH2:23]3)[C:13]([CH3:20])=[C:14]([S:16](=[O:19])(=[O:18])[NH2:17])[CH:15]=2)[CH:10]=1)([CH3:4])([CH3:3])[CH3:2]. Product: [NH2:31][CH2:29][C:28]([C:7]1[CH:8]=[C:9]([C:11]2[N:12]([CH2:21][CH:22]3[CH2:27][CH2:26][CH2:25][CH2:24][CH2:23]3)[C:13]([CH3:20])=[C:14]([S:16]([NH2:17])(=[O:19])=[O:18])[CH:15]=2)[CH:10]=[C:5]([C:1]([CH3:2])([CH3:3])[CH3:4])[CH:6]=1)([CH3:32])[CH3:33]. The catalyst class is: 1. (5) Reactant: [Br:1]Br.O1CCOCC1.[CH3:9][C:10]1([C:15]2([C:18]([NH:20][C@@H:21]([C:23]3[CH:28]=[CH:27][CH:26]=[CH:25][CH:24]=3)[CH3:22])=[O:19])[CH2:17][CH2:16]2)[O:14][CH2:13][CH2:12][O:11]1.S([O-])([O-])(=O)=S.[Na+].[Na+]. Product: [Br:1][CH2:9][C:10]1([C:15]2([C:18]([NH:20][C@@H:21]([C:23]3[CH:24]=[CH:25][CH:26]=[CH:27][CH:28]=3)[CH3:22])=[O:19])[CH2:16][CH2:17]2)[O:14][CH2:13][CH2:12][O:11]1. The catalyst class is: 2. (6) Reactant: CC(C)=O.C(O)CO.C(O)C.[C:12]([O-:15])(=[O:14])[CH3:13].[Zn+2:16].[C:17]([O-:20])(=[O:19])[CH3:18]. Product: [C:12]([O-:15])(=[O:14])[CH3:13].[Zn+2:16].[C:17]([O-:20])(=[O:19])[CH3:18]. The catalyst class is: 8. (7) Reactant: [NH3:1].S([O-])([O-])(=O)=O.[Mg+2].[CH2:8]([N:15]1[CH2:19][CH2:18][C:17]([C:27]2[CH:28]=[C:29]3[C:33](=[CH:34][CH:35]=2)[NH:32][CH:31]=[C:30]3[CH:36]=O)([CH2:20][C:21]2[CH:26]=[CH:25][CH:24]=[CH:23][CH:22]=2)[CH2:16]1)[C:9]1[CH:14]=[CH:13][CH:12]=[CH:11][CH:10]=1. Product: [CH2:8]([N:15]1[CH2:19][CH2:18][C:17]([C:27]2[CH:28]=[C:29]3[C:33](=[CH:34][CH:35]=2)[NH:32][CH:31]=[C:30]3[C:36]#[N:1])([CH2:20][C:21]2[CH:26]=[CH:25][CH:24]=[CH:23][CH:22]=2)[CH2:16]1)[C:9]1[CH:14]=[CH:13][CH:12]=[CH:11][CH:10]=1. The catalyst class is: 725.